This data is from Catalyst prediction with 721,799 reactions and 888 catalyst types from USPTO. The task is: Predict which catalyst facilitates the given reaction. (1) Reactant: [C:1]1([C:7]2[C:11]([C:12]([F:15])([F:14])[F:13])=[C:10]([C:16]3[C:20]4[CH2:21][O:22][C:23]5[CH:24]=[C:25]([CH2:29][OH:30])[CH:26]=[CH:27][C:28]=5[C:19]=4[O:18][N:17]=3)[O:9][N:8]=2)[CH:6]=[CH:5][CH:4]=[CH:3][CH:2]=1.CC(OI1(OC(C)=O)(OC(C)=O)OC(=O)C2C=CC=CC1=2)=O. Product: [C:1]1([C:7]2[C:11]([C:12]([F:15])([F:14])[F:13])=[C:10]([C:16]3[C:20]4[CH2:21][O:22][C:23]5[CH:24]=[C:25]([CH:29]=[O:30])[CH:26]=[CH:27][C:28]=5[C:19]=4[O:18][N:17]=3)[O:9][N:8]=2)[CH:6]=[CH:5][CH:4]=[CH:3][CH:2]=1. The catalyst class is: 4. (2) Reactant: I[C:2]1[C:7]([Cl:8])=[CH:6][CH:5]=[CH:4][C:3]=1[C:9]([F:12])([F:11])[F:10].C(=O)([O-])[O-].[K+].[K+].[N:19]1[CH:24]=[CH:23][C:22](B(O)O)=[CH:21][CH:20]=1.[Cl-].[NH4+]. Product: [Cl:8][C:7]1[CH:6]=[CH:5][CH:4]=[C:3]([C:9]([F:12])([F:11])[F:10])[C:2]=1[C:22]1[CH:23]=[CH:24][N:19]=[CH:20][CH:21]=1. The catalyst class is: 12.